This data is from Full USPTO retrosynthesis dataset with 1.9M reactions from patents (1976-2016). The task is: Predict the reactants needed to synthesize the given product. (1) Given the product [CH2:15]([N:18]1[C:26](=[O:27])[C:25]2[C:20](=[N:21][C:22]([NH:12][C:11]3[CH:13]=[CH:14][C:8]([N:5]4[CH2:4][CH2:3][N:2]([CH3:1])[CH2:7][CH2:6]4)=[CH:9][CH:10]=3)=[N:23][CH:24]=2)[N:19]1[C:30]1[CH:35]=[C:34]([N:36]2[CH:41]=[CH:40][CH:39]=[CH:38][C:37]2=[O:42])[CH:33]=[C:32]([F:43])[CH:31]=1)[CH:16]=[CH2:17], predict the reactants needed to synthesize it. The reactants are: [CH3:1][N:2]1[CH2:7][CH2:6][N:5]([C:8]2[CH:14]=[CH:13][C:11]([NH2:12])=[CH:10][CH:9]=2)[CH2:4][CH2:3]1.[CH2:15]([N:18]1[C:26](=[O:27])[C:25]2[C:20](=[N:21][C:22](SC)=[N:23][CH:24]=2)[N:19]1[C:30]1[CH:35]=[C:34]([N:36]2[CH:41]=[CH:40][CH:39]=[CH:38][C:37]2=[O:42])[CH:33]=[C:32]([F:43])[CH:31]=1)[CH:16]=[CH2:17]. (2) Given the product [Br:1][C:2]1[C:3]([CH3:19])=[C:4]([CH2:17][CH2:31][N+:28]([O-:30])=[O:29])[N:5]([S:7]([C:10]2[CH:16]=[CH:15][C:13]([CH3:14])=[CH:12][CH:11]=2)(=[O:9])=[O:8])[CH:6]=1, predict the reactants needed to synthesize it. The reactants are: [Br:1][C:2]1[C:3]([CH3:19])=[C:4]([CH:17]=O)[N:5]([S:7]([C:10]2[CH:16]=[CH:15][C:13]([CH3:14])=[CH:12][CH:11]=2)(=[O:9])=[O:8])[CH:6]=1.C([O-])(=O)C.[K+].Cl.CN.[N+:28]([CH3:31])([O-:30])=[O:29].[Li+].[BH4-].